From a dataset of Full USPTO retrosynthesis dataset with 1.9M reactions from patents (1976-2016). Predict the reactants needed to synthesize the given product. (1) Given the product [C:28]([O:27][C:26](=[O:32])[N:25]([CH:22]1[CH2:23][CH2:24][CH:19]([N:18]([C:40]([C:39]2[S:38][C:37]3[C:43]([F:48])=[CH:44][CH:45]=[C:46]([F:47])[C:36]=3[C:35]=2[Cl:34])=[O:41])[CH2:17][C:11]2[CH:10]=[C:9]([C:6]3[CH:7]=[CH:8][C:3]([C:1]#[N:2])=[CH:4][CH:5]=3)[CH:14]=[CH:13][C:12]=2[O:15][CH3:16])[CH2:20][CH2:21]1)[CH3:33])([CH3:30])([CH3:29])[CH3:31], predict the reactants needed to synthesize it. The reactants are: [C:1]([C:3]1[CH:8]=[CH:7][C:6]([C:9]2[CH:14]=[CH:13][C:12]([O:15][CH3:16])=[C:11]([CH2:17][NH:18][CH:19]3[CH2:24][CH2:23][CH:22]([N:25]([CH3:33])[C:26](=[O:32])[O:27][C:28]([CH3:31])([CH3:30])[CH3:29])[CH2:21][CH2:20]3)[CH:10]=2)=[CH:5][CH:4]=1)#[N:2].[Cl:34][C:35]1[C:36]2[C:46]([F:47])=[CH:45][CH:44]=[C:43]([F:48])[C:37]=2[S:38][C:39]=1[C:40](Cl)=[O:41]. (2) The reactants are: C([O:4][C@H:5]1[CH2:10][CH2:9][C@@:8]([C@H]2CC[C@@]3(C)[C@@H](CCC3=C)[C@@H]2CN)([CH3:11])[C@@H:7]([CH2:25][OH:26])[CH2:6]1)(=O)C.[C:27]([O:31][C:32]([NH:34][C:35]([N:44]1[CH:48]=[CH:47][CH:46]=N1)=[N:36][C:37]([O:39][C:40]([CH3:43])([CH3:42])[CH3:41])=[O:38])=[O:33])([CH3:30])([CH3:29])[CH3:28].C(N([CH2:54][CH3:55])CC)C. Given the product [C:27]([O:31][C:32]([NH:34]/[C:35](=[N:36]\[C:37](=[O:38])[O:39][C:40]([CH3:43])([CH3:41])[CH3:42])/[NH:44][CH2:48][C@@H:47]1[C@@H:46]([C@@:8]2([CH3:11])[CH2:9][CH2:10][C@H:5]([OH:4])[CH2:6][C@@H:7]2[CH2:25][OH:26])[CH2:9][CH2:8][C@@:7]2([CH3:25])[C@H:6]1[CH2:5][CH2:10][C:54]2=[CH2:55])=[O:33])([CH3:28])([CH3:29])[CH3:30], predict the reactants needed to synthesize it. (3) Given the product [Cl:1][C:2]1[CH:7]=[CH:6][C:5]([C:8]2[CH2:13][CH2:12][N:11]([CH2:15][CH2:14][CH2:20][S:17]([OH:19])(=[O:18])=[O:16])[CH2:10][CH:9]=2)=[CH:4][CH:3]=1, predict the reactants needed to synthesize it. The reactants are: [Cl:1][C:2]1[CH:7]=[CH:6][C:5]([C:8]2[CH2:9][CH2:10][NH:11][CH2:12][CH:13]=2)=[CH:4][CH:3]=1.[CH2:14]1[CH2:20][S:17](=[O:19])(=[O:18])[O:16][CH2:15]1. (4) Given the product [CH3:10][N:11]1[CH:15]=[C:14]([NH:16][C:3]2[NH:8][C:7](=[O:9])[CH:6]=[CH:5][N:4]=2)[CH:13]=[N:12]1, predict the reactants needed to synthesize it. The reactants are: CS[C:3]1[NH:8][C:7](=[O:9])[CH:6]=[CH:5][N:4]=1.[CH3:10][N:11]1[CH:15]=[C:14]([NH2:16])[CH:13]=[N:12]1. (5) The reactants are: C[O:2][C:3](=[O:16])[C:4]1[CH:9]=[CH:8][C:7]([N:10]2[CH2:15][CH2:14][O:13][CH2:12][CH2:11]2)=[CH:6][CH:5]=1.COC(=O)C1C=CC(N2CCCC2)=CC=1. Given the product [N:10]1([C:7]2[CH:6]=[CH:5][C:4]([C:3]([OH:16])=[O:2])=[CH:9][CH:8]=2)[CH2:11][CH2:12][O:13][CH2:14][CH2:15]1, predict the reactants needed to synthesize it. (6) Given the product [CH:37]([NH:40][CH2:6][CH2:7][O:8][C:9]1[CH:14]=[CH:13][C:12]([C:15]2[NH:24][C:23](=[O:25])[C:22]3[C:17](=[CH:18][C:19]([O:26][CH3:27])=[CH:20][CH:21]=3)[N:16]=2)=[N:11][C:10]=1[C:28]1[CH:33]=[CH:32][C:31]([S:34]([CH3:36])=[O:35])=[CH:30][CH:29]=1)([CH3:39])[CH3:38], predict the reactants needed to synthesize it. The reactants are: CS(O[CH2:6][CH2:7][O:8][C:9]1[C:10]([C:28]2[CH:33]=[CH:32][C:31]([S:34]([CH3:36])=[O:35])=[CH:30][CH:29]=2)=[N:11][C:12]([C:15]2[NH:24][C:23](=[O:25])[C:22]3[C:17](=[CH:18][C:19]([O:26][CH3:27])=[CH:20][CH:21]=3)[N:16]=2)=[CH:13][CH:14]=1)(=O)=O.[CH:37]([NH2:40])([CH3:39])[CH3:38].[I-].[Na+]. (7) Given the product [ClH:1].[Br:30][C:20]1[C:19]2[C:24](=[CH:25][C:16]([S:13]([N:9]3[CH2:10][CH2:11][CH2:12][C@@H:8]3[C:7]([OH:31])=[O:6])(=[O:15])=[O:14])=[CH:17][CH:18]=2)[C:23]([NH:26][C:27]([NH2:29])=[NH:28])=[N:22][CH:21]=1, predict the reactants needed to synthesize it. The reactants are: [ClH:1].C([O:6][C:7](=[O:31])[C@H:8]1[CH2:12][CH2:11][CH2:10][N:9]1[S:13]([C:16]1[CH:25]=[C:24]2[C:19]([C:20]([Br:30])=[CH:21][N:22]=[C:23]2[NH:26][C:27]([NH2:29])=[NH:28])=[CH:18][CH:17]=1)(=[O:15])=[O:14])(C)(C)C.Cl. (8) Given the product [ClH:3].[O:5]1[CH2:10][CH2:9][N:8]([CH2:11]/[CH:12]=[CH:13]/[CH2:14][Cl:3])[CH2:7][CH2:6]1, predict the reactants needed to synthesize it. The reactants are: S(Cl)([Cl:3])=O.[O:5]1[CH2:10][CH2:9][N:8]([CH2:11]/[CH:12]=[CH:13]/[CH2:14]O)[CH2:7][CH2:6]1.